From a dataset of Reaction yield outcomes from USPTO patents with 853,638 reactions. Predict the reaction yield, written as a fraction of the theoretical maximum amount of product (1.0 means a 100% yield; for example, 0.34 means a 34% yield). (1) The reactants are [C:1]1([CH2:7][CH2:8][CH2:9][C:10]([NH:12][CH2:13][CH2:14][C:15]([OH:17])=O)=[O:11])[CH:6]=[CH:5][CH:4]=[CH:3][CH:2]=1.Cl.[CH2:19]([O:21][C:22]([CH:24]1[CH2:28][CH:27]([OH:29])[CH2:26][NH:25]1)=[O:23])[CH3:20].CCN(CC)CC.CN(C(ON1N=NC2C=CC=CC1=2)=[N+](C)C)C.F[P-](F)(F)(F)(F)F. The catalyst is CN(C=O)C.C(Cl)Cl. The product is [CH2:19]([O:21][C:22]([CH:24]1[CH2:28][CH:27]([OH:29])[CH2:26][N:25]1[C:15](=[O:17])[CH2:14][CH2:13][NH:12][C:10](=[O:11])[CH2:9][CH2:8][CH2:7][C:1]1[CH:2]=[CH:3][CH:4]=[CH:5][CH:6]=1)=[O:23])[CH3:20]. The yield is 0.700. (2) The reactants are Cl.NO.[OH-].[K+].[CH3:6][O:7][C:8]([C:10]1[N:11]([CH3:22])[N:12]=[C:13]([N:15]2C(C)=CC=C2C)[CH:14]=1)=[O:9]. The catalyst is C(O)C.O. The product is [CH3:6][O:7][C:8]([C:10]1[N:11]([CH3:22])[N:12]=[C:13]([NH2:15])[CH:14]=1)=[O:9]. The yield is 0.160. (3) The reactants are Cl.[NH2:2][CH2:3][C:4]1[CH:5]=[C:6]2[C:10](=[CH:11][CH:12]=1)[C:9](=[O:13])[N:8]([CH:14]1[CH2:19][CH2:18][C:17](=[O:20])[NH:16][C:15]1=[O:21])[C:7]2=[O:22].[O:23]1[CH:27]=[CH:26][CH:25]=[C:24]1[C:28](Cl)=[O:29].CCN(C(C)C)C(C)C. The yield is 0.750. The catalyst is C(Cl)Cl. The product is [O:21]=[C:15]1[CH:14]([N:8]2[C:7](=[O:22])[C:6]3[C:10](=[CH:11][CH:12]=[C:4]([CH2:3][NH:2][C:28]([C:24]4[O:23][CH:27]=[CH:26][CH:25]=4)=[O:29])[CH:5]=3)[C:9]2=[O:13])[CH2:19][CH2:18][C:17](=[O:20])[NH:16]1. (4) The reactants are C[O:2][C:3](=[O:31])[C:4]1[CH:9]=[CH:8][C:7]([O:10][C:11]2[CH:16]=[CH:15][CH:14]=[C:13]([CH2:17][O:18][C:19]3[CH:24]=[CH:23][C:22]([C:25](=[O:28])[CH2:26][CH3:27])=[C:21]([OH:29])[C:20]=3[CH3:30])[CH:12]=2)=[N:6][CH:5]=1.[OH-].[Li+].O.Cl. The catalyst is O1CCCC1. The product is [OH:29][C:21]1[C:20]([CH3:30])=[C:19]([CH:24]=[CH:23][C:22]=1[C:25](=[O:28])[CH2:26][CH3:27])[O:18][CH2:17][C:13]1[CH:12]=[C:11]([CH:16]=[CH:15][CH:14]=1)[O:10][C:7]1[CH:8]=[CH:9][C:4]([C:3]([OH:31])=[O:2])=[CH:5][N:6]=1. The yield is 0.580. (5) The reactants are [CH3:1][C:2]1[NH:6][N:5]=[C:4]([C:7]2[O:11][N:10]=[C:9]([C:12]3[CH:17]=[CH:16][C:15]([O:18][C:19]([F:22])([F:21])[F:20])=[CH:14][CH:13]=3)[N:8]=2)[N:3]=1.Cl[CH2:24][C:25]1[CH:30]=[CH:29][N:28]=[C:27]([N:31]2[CH2:36][CH2:35][N:34]([C:37]([O:39][CH2:40][C:41]3[CH:46]=[CH:45][CH:44]=[CH:43][CH:42]=3)=[O:38])[CH2:33][CH2:32]2)[CH:26]=1.C([O-])([O-])=O.[Cs+].[Cs+]. The catalyst is CN(C=O)C.O. The product is [CH3:1][C:2]1[N:6]([CH2:24][C:25]2[CH:30]=[CH:29][N:28]=[C:27]([N:31]3[CH2:32][CH2:33][N:34]([C:37]([O:39][CH2:40][C:41]4[CH:46]=[CH:45][CH:44]=[CH:43][CH:42]=4)=[O:38])[CH2:35][CH2:36]3)[CH:26]=2)[N:5]=[C:4]([C:7]2[O:11][N:10]=[C:9]([C:12]3[CH:13]=[CH:14][C:15]([O:18][C:19]([F:22])([F:20])[F:21])=[CH:16][CH:17]=3)[N:8]=2)[N:3]=1.[CH3:1][C:2]1[N:3]=[C:4]([C:7]2[O:11][N:10]=[C:9]([C:12]3[CH:13]=[CH:14][C:15]([O:18][C:19]([F:22])([F:20])[F:21])=[CH:16][CH:17]=3)[N:8]=2)[N:5]([CH2:24][C:25]2[CH:30]=[CH:29][N:28]=[C:27]([N:31]3[CH2:32][CH2:33][N:34]([C:37]([O:39][CH2:40][C:41]4[CH:46]=[CH:45][CH:44]=[CH:43][CH:42]=4)=[O:38])[CH2:35][CH2:36]3)[CH:26]=2)[N:6]=1. The yield is 0.560. (6) The reactants are [CH3:1][C:2]1[N:3]=[CH:4][NH:5][CH:6]=1.[CH2:7]([O:9][C:10]1[CH:11]=[C:12]([CH:15]=[CH:16][C:17]=1F)[CH:13]=[O:14])[CH3:8]. The catalyst is CN(C=O)C. The product is [CH2:7]([O:9][C:10]1[CH:11]=[C:12]([CH:15]=[CH:16][C:17]=1[N:5]1[CH:6]=[C:2]([CH3:1])[N:3]=[CH:4]1)[CH:13]=[O:14])[CH3:8]. The yield is 0.180. (7) The reactants are [NH2:1][C:2]1[CH:3]=[CH:4][C:5]2[O:9][C:8](=[O:10])[N:7]([CH2:11][C:12]([N:14]([CH3:21])[C:15]3[CH:20]=[CH:19][CH:18]=[CH:17][CH:16]=3)=[O:13])[C:6]=2[CH:22]=1.[Cl:23][C:24]1[CH:29]=[CH:28][C:27](OB(O)O)=[CH:26][CH:25]=1.C(N(CC)CC)C.O. The catalyst is C(Cl)Cl.C([O-])(=O)C.[Cu+2].C([O-])(=O)C. The product is [Cl:23][C:24]1[CH:29]=[CH:28][C:27]([NH:1][C:2]2[CH:3]=[CH:4][C:5]3[O:9][C:8](=[O:10])[N:7]([CH2:11][C:12]([N:14]([CH3:21])[C:15]4[CH:16]=[CH:17][CH:18]=[CH:19][CH:20]=4)=[O:13])[C:6]=3[CH:22]=2)=[CH:26][CH:25]=1. The yield is 1.00. (8) The reactants are [OH-].[Na+].[CH3:3][Si:4]([CH3:32])([CH3:31])[C:5]1[CH:6]=[C:7]([C:15]([NH:17][C:18]2[CH:30]=[CH:29][C:21]([CH:22]=[CH:23][C:24]([O:26]CC)=[O:25])=[CH:20][CH:19]=2)=[S:16])[CH:8]=[C:9]([Si:11]([CH3:14])([CH3:13])[CH3:12])[CH:10]=1.Cl. The catalyst is C(O)C. The product is [CH3:14][Si:11]([CH3:12])([CH3:13])[C:9]1[CH:8]=[C:7]([C:15]([NH:17][C:18]2[CH:19]=[CH:20][C:21]([CH:22]=[CH:23][C:24]([OH:26])=[O:25])=[CH:29][CH:30]=2)=[S:16])[CH:6]=[C:5]([Si:4]([CH3:3])([CH3:31])[CH3:32])[CH:10]=1. The yield is 0.610. (9) The reactants are [CH3:1][O:2][C:3]1[CH:4]=[CH:5][C:6]2[C:10]([O:11][C:12]3[CH:17]=[CH:16][C:15](/[CH:18]=[CH:19]/[C:20](O)=[O:21])=[CH:14][CH:13]=3)=[C:9]([C:23]3[CH:28]=[CH:27][C:26]([O:29][CH3:30])=[CH:25][CH:24]=3)[S:8][C:7]=2[CH:31]=1.C[N:33](C(ON1N=NC2C=CC=NC1=2)=[N+](C)C)C.F[P-](F)(F)(F)(F)F.CCN(C(C)C)C(C)C.[NH4+].[Cl-]. The catalyst is CN(C=O)C. The product is [CH3:1][O:2][C:3]1[CH:4]=[CH:5][C:6]2[C:10]([O:11][C:12]3[CH:17]=[CH:16][C:15](/[CH:18]=[CH:19]/[C:20]([NH2:33])=[O:21])=[CH:14][CH:13]=3)=[C:9]([C:23]3[CH:28]=[CH:27][C:26]([O:29][CH3:30])=[CH:25][CH:24]=3)[S:8][C:7]=2[CH:31]=1. The yield is 0.790.